Dataset: Full USPTO retrosynthesis dataset with 1.9M reactions from patents (1976-2016). Task: Predict the reactants needed to synthesize the given product. (1) Given the product [Cl:15][C:16]1[CH:21]=[C:20]([C:2]2[S:3][C:4]3[C:5](=[O:52])[NH:6][CH2:7][C:57]([CH3:58])([CH3:33])[CH2:9][C:10]=3[N:11]=2)[CH:19]=[CH:18][N:17]=1, predict the reactants needed to synthesize it. The reactants are: Br[C:2]1[S:3][C:4]2[C:5](=O)[NH:6][C:7](C)(C)C[CH2:9][C:10]=2[N:11]=1.[Cl:15][C:16]1[CH:21]=[C:20](B(O)O)[CH:19]=[CH:18][N:17]=1.[O-]P([O-])([O-])=O.[K+].[K+].[K+].[CH:33]1(P(C2CCCCC2)C2CCCCC2)CCCCC1.[OH2:52].O1[CH2:58][CH2:57]OCC1. (2) Given the product [N:1]1[C:6]2[NH:7][CH:8]=[CH:9][C:5]=2[C:4]([N:10]2[CH2:14][CH2:13][C@@H:12]([N:15]([CH3:26])[C:16]3[CH:21]=[CH:20][C:19]([NH2:22])=[C:18]([NH2:25])[N:17]=3)[CH2:11]2)=[N:3][CH:2]=1, predict the reactants needed to synthesize it. The reactants are: [N:1]1[C:6]2[NH:7][CH:8]=[CH:9][C:5]=2[C:4]([N:10]2[CH2:14][CH2:13][C@@H:12]([N:15]([CH3:26])[C:16]3[CH:21]=[CH:20][C:19]([N+:22]([O-])=O)=[C:18]([NH2:25])[N:17]=3)[CH2:11]2)=[N:3][CH:2]=1. (3) Given the product [Cl:17][C:18]1[CH:23]=[N:22][CH:21]=[C:20]([C:9]#[C:8][C:5]2[CH:6]=[CH:7][C:2]([F:1])=[CH:3][CH:4]=2)[CH:19]=1, predict the reactants needed to synthesize it. The reactants are: [F:1][C:2]1[CH:7]=[CH:6][C:5]([C:8]#[CH:9])=[CH:4][CH:3]=1.C(N(CC)CC)C.[Cl:17][C:18]1[CH:19]=[C:20](OS(C(F)(F)F)(=O)=O)[CH:21]=[N:22][CH:23]=1.C(OCC)(=O)C. (4) Given the product [CH:10]1([NH:9][C:8]([NH:7][CH:1]2[CH2:2][CH2:3][CH2:4][CH2:5][CH2:6]2)=[O:22])[CH2:15][CH2:14][CH2:13][CH2:12][CH2:11]1, predict the reactants needed to synthesize it. The reactants are: [CH:1]1([N:7]=[C:8]=[N:9][CH:10]2[CH2:15][CH2:14][CH2:13][CH2:12][CH2:11]2)[CH2:6][CH2:5][CH2:4][CH2:3][CH2:2]1.NCCC1C=CC(O)=C([OH:22])C=1. (5) Given the product [Br:7][C:8]1[CH:17]=[CH:16][C:15]([O:18][CH3:19])=[CH:14][C:9]=1[CH2:10][OH:11], predict the reactants needed to synthesize it. The reactants are: [H-].[Al+3].[Li+].[H-].[H-].[H-].[Br:7][C:8]1[CH:17]=[CH:16][C:15]([O:18][CH3:19])=[CH:14][C:9]=1[C:10](OC)=[O:11].O.O.O.O.O.O.O.O.O.O.S([O-])([O-])(=O)=O.[Na+].[Na+].[F-].[K+]. (6) Given the product [N:3]1[C:11]2[CH:10]=[CH:9][N:8]=[CH:7][C:6]=2[O:5][C:4]=1[NH:12][CH:13]1[CH2:18][CH2:17][N:16]([CH2:30][C:28]2[NH:29][C:25]([C:19]3[CH:20]=[CH:21][CH:22]=[CH:23][CH:24]=3)=[N:26][CH:27]=2)[CH2:15][CH2:14]1, predict the reactants needed to synthesize it. The reactants are: Cl.Cl.[N:3]1[C:11]2[CH:10]=[CH:9][N:8]=[CH:7][C:6]=2[O:5][C:4]=1[NH:12][CH:13]1[CH2:18][CH2:17][NH:16][CH2:15][CH2:14]1.[C:19]1([C:25]2[NH:26][CH:27]=[C:28]([CH:30]=O)[N:29]=2)[CH:24]=[CH:23][CH:22]=[CH:21][CH:20]=1.C(N(C(C)C)C(C)C)C.C(O)(=O)C.C([BH3-])#N.[Na+]. (7) Given the product [CH2:1]([N:5]1[C:9]2[CH2:10][O:11][CH2:12][C:8]=2[S:7]/[C:6]/1=[N:13]\[C:20](=[O:21])[C:19]1[CH:23]=[C:15]([Cl:14])[CH:16]=[CH:17][C:18]=1[O:24][CH3:25])[CH2:2][CH2:3][CH3:4], predict the reactants needed to synthesize it. The reactants are: [CH2:1]([N:5]1[C:9]2[CH2:10][O:11][CH2:12][C:8]=2[S:7][C:6]1=[NH:13])[CH2:2][CH2:3][CH3:4].[Cl:14][C:15]1[CH:16]=[CH:17][C:18]([O:24][CH3:25])=[C:19]([CH:23]=1)[C:20](O)=[O:21].ON1C2C=CC=CC=2N=N1.CCN=C=NCCCN(C)C.Cl.C(N(CC)CC)C. (8) Given the product [N+:23]([C:17]1[C:18]([OH:19])=[N:13][C:11]([C:4]2[CH:3]=[N:2][N:6]3[CH:7]=[CH:8][N:9]=[CH:10][C:5]=23)=[N:12][CH:16]=1)([O-:25])=[O:24], predict the reactants needed to synthesize it. The reactants are: Cl.[N:2]1[N:6]2[CH:7]=[CH:8][N:9]=[CH:10][C:5]2=[C:4]([C:11](=[NH:13])[NH2:12])[CH:3]=1.CN(C)/[CH:16]=[C:17](\[N+:23]([O-:25])=[O:24])/[C:18](OCC)=[O:19].C(N(CC)CC)C.